This data is from Full USPTO retrosynthesis dataset with 1.9M reactions from patents (1976-2016). The task is: Predict the reactants needed to synthesize the given product. (1) Given the product [F:20][C:2]([F:1])([F:19])[C:3]([NH:5][C:6]1[CH:7]=[C:8]2[C:12](=[CH:13][C:14]=1[N+:21]([O-:23])=[O:22])[N:11]([CH3:15])[C:10](=[O:16])[C:9]12[CH2:17][CH2:18]1)=[O:4], predict the reactants needed to synthesize it. The reactants are: [F:1][C:2]([F:20])([F:19])[C:3]([NH:5][C:6]1[CH:7]=[C:8]2[C:12](=[CH:13][CH:14]=1)[N:11]([CH3:15])[C:10](=[O:16])[C:9]12[CH2:18][CH2:17]1)=[O:4].[N+:21]([O-])([OH:23])=[O:22]. (2) Given the product [C:18]([N:21]1[C:29]2[C:24](=[CH:25][CH:26]=[CH:27][CH:28]=2)/[C:23](=[CH:16]\[C:14]2[O:15][C:11](/[CH:10]=[C:3]3/[C:2](=[O:39])[NH:1][C:9]4[C:4]/3=[CH:5][CH:6]=[CH:7][CH:8]=4)=[CH:12][CH:13]=2)/[C:22]1=[O:30])(=[O:20])[CH3:19], predict the reactants needed to synthesize it. The reactants are: [NH:1]1[C:9]2[C:4](=[CH:5][CH:6]=[CH:7][CH:8]=2)/[C:3](=[CH:10]\[C:11]2[O:15][C:14]([CH:16]=O)=[CH:13][CH:12]=2)/[CH2:2]1.[C:18]([N:21]1[C:29]2[C:24](=[CH:25][CH:26]=[CH:27][CH:28]=2)[CH2:23][C:22]1=[O:30])(=[O:20])[CH3:19].N1CCCCC1.C([OH:39])C. (3) Given the product [Cl:1][C:2]1[CH:7]=[C:6]([C:8]#[C:9][C:16]2[CH:17]=[CH:18][C:11]([F:10])=[C:12]([CH:15]=2)[C:13]#[N:14])[CH:5]=[N:4][CH:3]=1, predict the reactants needed to synthesize it. The reactants are: [Cl:1][C:2]1[CH:3]=[N:4][CH:5]=[C:6]([C:8]#[CH:9])[CH:7]=1.[F:10][C:11]1[CH:18]=[CH:17][C:16](I)=[CH:15][C:12]=1[C:13]#[N:14].C(N(CC)CC)C. (4) Given the product [C:1]1([CH:7]2[CH2:8][CH2:9][N:10]([C:20](=[O:19])[CH3:21])[CH2:11][CH2:12]2)[CH:6]=[CH:5][CH:4]=[CH:3][CH:2]=1, predict the reactants needed to synthesize it. The reactants are: [C:1]1([CH:7]2[CH2:12][CH2:11][NH:10][CH2:9][CH2:8]2)[CH:6]=[CH:5][CH:4]=[CH:3][CH:2]=1.N1C=CC=CC=1.[O:19]1CC[CH2:21][CH2:20]1.C(Cl)(=O)C. (5) Given the product [NH2:1][CH:2]([C:21]1[CH:22]=[CH:23][C:24]([Cl:27])=[CH:25][CH:26]=1)[C:3]1[N:7]([CH:8]([CH3:10])[CH3:9])[C:6]([CH:11]2[CH2:15][CH2:14][O:13][CH2:12]2)=[N:5][C:4]=1[C:16]([OH:18])=[O:17], predict the reactants needed to synthesize it. The reactants are: [NH2:1][CH:2]([C:21]1[CH:26]=[CH:25][C:24]([Cl:27])=[CH:23][CH:22]=1)[C:3]1[N:7]([CH:8]([CH3:10])[CH3:9])[C:6]([CH:11]2[CH2:15][CH2:14][O:13][CH2:12]2)=[N:5][C:4]=1[C:16]([O:18]CC)=[O:17].Cl. (6) Given the product [OH:15][C:16]1[CH:23]=[CH:22][CH:21]=[C:20]([O:1][CH2:2][C@@H:3]2[CH2:4][CH2:5][C:6](=[O:14])[N:7]2[C:8]2[CH:9]=[CH:10][CH:11]=[CH:12][CH:13]=2)[C:17]=1[CH:18]=[O:19], predict the reactants needed to synthesize it. The reactants are: [OH:1][CH2:2][C@H:3]1[N:7]([C:8]2[CH:13]=[CH:12][CH:11]=[CH:10][CH:9]=2)[C:6](=[O:14])[CH2:5][CH2:4]1.[OH:15][C:16]1[CH:23]=[CH:22][CH:21]=[C:20](O)[C:17]=1[CH:18]=[O:19].C1C=CC(P(C2C=CC=CC=2)C2C=CC=CC=2)=CC=1.CC(OC(/N=N/C(OC(C)C)=O)=O)C. (7) Given the product [CH3:1][C:2]1[CH:7]=[C:6]([CH3:8])[N:5]=[C:4]([N:9]2[CH2:16][CH:15]3[CH:11]([CH2:12][N:13]([C:28]([C:24]4[O:25][CH:26]=[CH:27][C:23]=4[C:17]4[CH:18]=[CH:19][CH:20]=[CH:21][CH:22]=4)=[O:29])[CH2:14]3)[CH2:10]2)[N:3]=1, predict the reactants needed to synthesize it. The reactants are: [CH3:1][C:2]1[CH:7]=[C:6]([CH3:8])[N:5]=[C:4]([N:9]2[CH2:16][CH:15]3[CH:11]([CH2:12][NH:13][CH2:14]3)[CH2:10]2)[N:3]=1.[C:17]1([C:23]2[CH:27]=[CH:26][O:25][C:24]=2[C:28](O)=[O:29])[CH:22]=[CH:21][CH:20]=[CH:19][CH:18]=1.CN(C(ON1N=NC2C=CC=NC1=2)=[N+](C)C)C.F[P-](F)(F)(F)(F)F.CCN(C(C)C)C(C)C.